This data is from Reaction yield outcomes from USPTO patents with 853,638 reactions. The task is: Predict the reaction yield, written as a fraction of the theoretical maximum amount of product (1.0 means a 100% yield; for example, 0.34 means a 34% yield). The reactants are [Br:1][C:2]1[CH:7]=[CH:6][C:5]([O:8][CH3:9])=[CH:4][C:3]=1[CH2:10]Br.[NH:12]([C:20]([O:22][C:23]([CH3:26])([CH3:25])[CH3:24])=[O:21])[C:13]([O:15][C:16]([CH3:19])([CH3:18])[CH3:17])=[O:14].[K]. The catalyst is CN(C)C=O. The product is [C:23]([O:22][C:20]([N:12]([CH2:10][C:3]1[CH:4]=[C:5]([O:8][CH3:9])[CH:6]=[CH:7][C:2]=1[Br:1])[C:13]([O:15][C:16]([CH3:19])([CH3:18])[CH3:17])=[O:14])=[O:21])([CH3:26])([CH3:25])[CH3:24]. The yield is 0.420.